Task: Binary Classification. Given a drug SMILES string, predict its activity (active/inactive) in a high-throughput screening assay against a specified biological target.. Dataset: Cav3 T-type calcium channel HTS with 100,875 compounds (1) The compound is O=C(N1c2c(NC(=O)C1)cccc2)CCCC(O)=O. The result is 0 (inactive). (2) The compound is S(=O)(=O)(N1CCN(CC1)C(=O)c1c(OC)cccc1OC)c1ccc(cc1)C. The result is 0 (inactive). (3) The result is 0 (inactive). The drug is S(c1n(CCC)c(nn1)c1ncccc1)CC(=O)Nc1sc(nn1)c1ccccc1. (4) The drug is s1c(NC(=O)C2c3c(Oc4c2cccc4)cccc3)nnc1. The result is 0 (inactive). (5) The molecule is O(Cc1ccccc1)C(=O)CNC(=O)c1[nH]cnc1C(=O)Nc1cc(ccc1)C. The result is 0 (inactive). (6) The molecule is Clc1c(CN(S(=O)(=O)c2ccc(OCC)cc2)CC(=O)Nc2noc(c2)C)cccc1. The result is 0 (inactive). (7) The compound is O=c1nc([nH]c(CCC)c1)/N=C(\Nc1ccccc1)N. The result is 0 (inactive). (8) The molecule is Fc1c(N2CCN(C(c3n(nnn3)C3CCCCC3)c3ncccc3)CC2)cccc1. The result is 0 (inactive). (9) The molecule is Oc1c(CNc2cc3c(nc2)cccc3)cccc1. The result is 0 (inactive). (10) The molecule is S(c1n(nnn1)CCC)CC(=O)NCc1cc2OCOc2cc1. The result is 0 (inactive).